From a dataset of Full USPTO retrosynthesis dataset with 1.9M reactions from patents (1976-2016). Predict the reactants needed to synthesize the given product. (1) Given the product [CH3:1][O:2][C:3]1[N:4]=[C:5]2[C:10](=[CH:11][CH:12]=1)[N:9]=[CH:8][CH:7]=[C:6]2[C:13]1[N:14]=[N:15][N:16]([CH2:18][CH2:19][CH2:20][NH:21][S:54]([C:51]2[CH:52]=[CH:53][C:47]3[S:46][CH2:45][C:44](=[O:43])[NH:49][C:48]=3[CH:50]=2)(=[O:56])=[O:55])[CH:17]=1, predict the reactants needed to synthesize it. The reactants are: [CH3:1][O:2][C:3]1[N:4]=[C:5]2[C:10](=[CH:11][CH:12]=1)[N:9]=[CH:8][CH:7]=[C:6]2[C:13]1[N:14]=[N:15][N:16]([CH2:18][CH2:19][CH2:20][N:21]2C(=O)C3C(=CC=CC=3)C2=O)[CH:17]=1.O.NN.Cl.C(N(CC)CC)C.[O:43]=[C:44]1[NH:49][C:48]2[CH:50]=[C:51]([S:54](Cl)(=[O:56])=[O:55])[CH:52]=[CH:53][C:47]=2[S:46][CH2:45]1. (2) The reactants are: [Br:1][C:2]1[CH:3]=[N:4][N:5]2[C:10]([N:11]([CH2:19][CH:20]3[CH2:22][CH2:21]3)[C:12](=[O:18])[O:13][C:14]([CH3:17])([CH3:16])[CH3:15])=[CH:9][C:8](Cl)=[N:7][C:6]=12.[NH2:24][C@H:25]1[CH2:30][CH2:29][CH2:28][CH2:27][C@H:26]1[OH:31].Cl.CCN(C(C)C)C(C)C. Given the product [Br:1][C:2]1[CH:3]=[N:4][N:5]2[C:10]([N:11]([CH2:19][CH:20]3[CH2:22][CH2:21]3)[C:12](=[O:18])[O:13][C:14]([CH3:17])([CH3:16])[CH3:15])=[CH:9][C:8]([NH:24][C@H:25]3[CH2:30][CH2:29][CH2:28][CH2:27][C@H:26]3[OH:31])=[N:7][C:6]=12, predict the reactants needed to synthesize it. (3) Given the product [CH3:37][C:34]1([CH3:38])[CH2:35][O:36][B:31]([C:22]2[CH:21]=[CH:20][C:15]([C:16]([O:18][CH3:19])=[O:17])=[CH:14][C:13]=2[C:11]([N:2]2[CH2:3][CH2:4][C:5]3[C:10](=[CH:9][CH:8]=[CH:7][CH:6]=3)[CH2:1]2)=[O:12])[O:32][CH2:33]1, predict the reactants needed to synthesize it. The reactants are: [CH2:1]1[C:10]2[C:5](=[CH:6][CH:7]=[CH:8][CH:9]=2)[CH2:4][CH2:3][N:2]1[C:11]([C:13]1[CH:14]=[C:15]([CH:20]=[CH:21][C:22]=1OS(C(F)(F)F)(=O)=O)[C:16]([O:18][CH3:19])=[O:17])=[O:12].[B:31]1([B:31]2[O:36][CH2:35][C:34]([CH3:38])([CH3:37])[CH2:33][O:32]2)[O:36][CH2:35][C:34]([CH3:38])([CH3:37])[CH2:33][O:32]1.C([O-])(=O)C.[K+]. (4) Given the product [CH3:40][C:27]([NH:41][CH2:4][CH:5]([C:7]1[CH:8]=[C:9]([NH:13][S:14]([C:17]2[CH:18]=[CH:19][CH:20]=[CH:21][CH:22]=2)(=[O:15])=[O:16])[CH:10]=[CH:11][CH:12]=1)[OH:6])([CH3:26])[CH2:28][CH2:29][N:30]1[C:34]2[CH:35]=[CH:36][CH:37]=[CH:38][C:33]=2[N:32]=[C:31]1[CH3:39], predict the reactants needed to synthesize it. The reactants are: C(O[CH:4](O)[C:5]([C:7]1[CH:8]=[C:9]([NH:13][S:14]([C:17]2[CH:22]=[CH:21][CH:20]=[CH:19][CH:18]=2)(=[O:16])=[O:15])[CH:10]=[CH:11][CH:12]=1)=[O:6])C.Cl.Cl.[CH3:26][C:27]([NH2:41])([CH3:40])[CH2:28][CH2:29][N:30]1[C:34]2[CH:35]=[CH:36][CH:37]=[CH:38][C:33]=2[N:32]=[C:31]1[CH3:39].[BH4-].[Na+].FC(F)(F)C(O)=O.